Predict which catalyst facilitates the given reaction. From a dataset of Catalyst prediction with 721,799 reactions and 888 catalyst types from USPTO. (1) Reactant: [CH3:1][C:2]1[CH:3]=[C:4]([C:11]([N:13]2C=CN=C2)=O)[CH:5]=[CH:6][C:7]=1[N+:8]([O-:10])=[O:9].C(N1C=CN=C1)([N:20]1C=CN=C1)=O.CC1C([N+]([O-])=O)=C(C=CC=1)C(O)=O.[Li].[CH2:44]([O:47][C:48]1[CH:53]=[CH:52][CH:51]=[CH:50][C:49]=1[C:54](=O)[CH3:55])[CH2:45][CH3:46]. Product: [NH:13]=[C:11]([C:4]1[CH:5]=[CH:6][C:7]([N+:8]([O-:10])=[O:9])=[C:2]([CH3:1])[CH:3]=1)/[CH:55]=[C:54](/[C:49]1[CH:50]=[CH:51][CH:52]=[CH:53][C:48]=1[O:47][CH2:44][CH2:45][CH3:46])\[NH2:20]. The catalyst class is: 7. (2) Reactant: [Br:1]Br.[N+:3]([C:6]1[CH:11]=[CH:10][CH:9]=[CH:8][C:7]=1[CH2:12][CH:13]=[O:14])([O-:5])=[O:4]. Product: [Br:1][CH:12]([C:7]1[CH:8]=[CH:9][CH:10]=[CH:11][C:6]=1[N+:3]([O-:5])=[O:4])[CH:13]=[O:14]. The catalyst class is: 12. (3) Reactant: C1(P(C2C=CC=CC=2)C2C=CC=CC=2)C=CC=CC=1.CN(C=O)C.[F:25][C:26]1[CH:27]=[C:28]([S:33](Cl)(=O)=O)[CH:29]=[CH:30][C:31]=1[F:32].Cl. Product: [F:25][C:26]1[CH:27]=[C:28]([SH:33])[CH:29]=[CH:30][C:31]=1[F:32]. The catalyst class is: 2. (4) Reactant: [Cl:1][C:2]1[CH:3]=[C:4]([CH:19]=[CH:20][C:21]=1[C:22]([OH:24])=O)[C:5]([NH:7][CH2:8][C:9]1[NH:13][C:12]2[CH:14]=[CH:15][C:16]([Cl:18])=[CH:17][C:11]=2[N:10]=1)=[O:6].[N:25]1([CH2:30][CH:31]2[CH2:36][CH2:35][CH2:34][NH:33][CH2:32]2)[CH2:29][CH2:28][CH2:27][CH2:26]1.CN(C(ON1N=NC2C=CC=CC1=2)=[N+](C)C)C.[B-](F)(F)(F)F.C(N(CC)CC)C. Product: [Cl:1][C:2]1[CH:3]=[C:4]([CH:19]=[CH:20][C:21]=1[C:22]([N:33]1[CH2:34][CH2:35][CH2:36][CH:31]([CH2:30][N:25]2[CH2:26][CH2:27][CH2:28][CH2:29]2)[CH2:32]1)=[O:24])[C:5]([NH:7][CH2:8][C:9]1[NH:13][C:12]2[CH:14]=[CH:15][C:16]([Cl:18])=[CH:17][C:11]=2[N:10]=1)=[O:6]. The catalyst class is: 16. (5) Reactant: [CH3:1][O:2][C:3]1[CH:8]=[CH:7][C:6]([NH:9][C:10]2[N:11]=[N:12][C:13]([CH:16]([NH:18][C:19]([C:21]3[CH:25]=[CH:24][S:23][CH:22]=3)=O)[CH3:17])=[CH:14][N:15]=2)=[CH:5][CH:4]=1.P(Cl)(Cl)(Cl)=O. The catalyst class is: 26. Product: [CH3:17][C:16]1[N:18]=[C:19]([C:21]2[CH:25]=[CH:24][S:23][CH:22]=2)[N:12]2[C:13]=1[CH:14]=[N:15][C:10]([NH:9][C:6]1[CH:7]=[CH:8][C:3]([O:2][CH3:1])=[CH:4][CH:5]=1)=[N:11]2. (6) Reactant: [C:1](Cl)(=O)[C:2]([Cl:4])=[O:3].[C:7]([C:9]1[CH:10]=C(C(O)=O)[CH:12]=[N:13][C:14]=1[O:15][CH:16]([CH3:18])[CH3:17])#[N:8].CN(C=O)C. Product: [C:7]([C:9]1[CH:10]=[C:1]([C:2]([Cl:4])=[O:3])[CH:12]=[N:13][C:14]=1[O:15][CH:16]([CH3:18])[CH3:17])#[N:8]. The catalyst class is: 2.